From a dataset of Forward reaction prediction with 1.9M reactions from USPTO patents (1976-2016). Predict the product of the given reaction. (1) Given the reactants [Cl:1][C:2]1[CH:3]=[N:4][C:5]2[N:6]([N:8]=[C:9]([C:11]([OH:13])=O)[CH:10]=2)[CH:7]=1.[F:14][C:15]1[C:19]2[CH:20]([CH3:24])[NH:21][CH2:22][CH2:23][C:18]=2[S:17][CH:16]=1, predict the reaction product. The product is: [Cl:1][C:2]1[CH:3]=[N:4][C:5]2[N:6]([N:8]=[C:9]([C:11]([N:21]3[CH2:22][CH2:23][C:18]4[S:17][CH:16]=[C:15]([F:14])[C:19]=4[CH:20]3[CH3:24])=[O:13])[CH:10]=2)[CH:7]=1. (2) Given the reactants [C:1]1([N:7]([C:26]2[CH:31]=[CH:30][CH:29]=[CH:28][CH:27]=2)[C:8]([C:10]2[C:14](Br)=[CH:13][N:12]([C:16]34[CH2:25][CH:20]5[CH2:21][CH:22]([CH2:24][CH:18]([CH2:19]5)[CH2:17]3)[CH2:23]4)[N:11]=2)=[O:9])[CH:6]=[CH:5][CH:4]=[CH:3][CH:2]=1.[CH:32]([C:34]1[CH:39]=[CH:38][CH:37]=[CH:36][C:35]=1B(O)O)=[O:33].C(=O)([O-])[O-].[Na+].[Na+], predict the reaction product. The product is: [C:16]12([N:12]3[CH:13]=[C:14]([C:35]4[CH:36]=[CH:37][CH:38]=[CH:39][C:34]=4[CH:32]=[O:33])[C:10]([C:8]([N:7]([C:26]4[CH:27]=[CH:28][CH:29]=[CH:30][CH:31]=4)[C:1]4[CH:2]=[CH:3][CH:4]=[CH:5][CH:6]=4)=[O:9])=[N:11]3)[CH2:17][CH:18]3[CH2:19][CH:20]([CH2:21][CH:22]([CH2:24]3)[CH2:23]1)[CH2:25]2.